This data is from Catalyst prediction with 721,799 reactions and 888 catalyst types from USPTO. The task is: Predict which catalyst facilitates the given reaction. (1) The catalyst class is: 1. Product: [CH3:1][O:2][N:3]([CH3:17])[C:4]1[N:5]=[CH:6][C:7]([CH2:8][OH:9])=[C:13]([NH:15][CH3:16])[CH:14]=1. Reactant: [CH3:1][O:2][N:3]([CH3:17])[C:4]1[CH:14]=[C:13]([NH:15][CH3:16])[C:7]([C:8](OCC)=[O:9])=[CH:6][N:5]=1.[H-].[H-].[H-].[H-].[Li+].[Al+3]. (2) Product: [C:39]([O:38][C:36]([C:33]1[CH:32]=[CH:31][C:30]([C:17]2[C:18]([CH3:29])([CH3:28])[C@H:19]3[C@:14]([CH3:43])([CH2:15][CH:16]=2)[C@@H:13]2[C@:22]([CH3:27])([C@@:23]4([CH3:26])[C@H:10]([CH2:11][CH2:12]2)[C@H:9]2[C@H:5]([C:3]([CH2:2][NH:55][CH3:54])=[CH2:4])[CH2:6][CH2:7][C@:8]2([C:44]([OH:46])=[O:45])[CH2:25][CH2:24]4)[CH2:21][CH2:20]3)=[CH:35][CH:34]=1)=[O:37])([CH3:42])([CH3:41])[CH3:40]. The catalyst class is: 26. Reactant: Br[CH2:2][C:3]([C@H:5]1[C@@H:9]2[C@@H:10]3[C@@:23]([CH3:26])([CH2:24][CH2:25][C@@:8]2([C:44]([O:46][Si](C(C)(C)C)(C)C)=[O:45])[CH2:7][CH2:6]1)[C@@:22]1([CH3:27])[C@@H:13]([C@:14]2([CH3:43])[C@@H:19]([CH2:20][CH2:21]1)[C:18]([CH3:29])([CH3:28])[C:17]([C:30]1[CH:35]=[CH:34][C:33]([C:36]([O:38][C:39]([CH3:42])([CH3:41])[CH3:40])=[O:37])=[CH:32][CH:31]=1)=[CH:16][CH2:15]2)[CH2:12][CH2:11]3)=[CH2:4].[CH3:54][NH2:55]. (3) Reactant: [NH2:1][C:2]1[N:7]=[CH:6][N:5]=[C:4]2[N:8]([CH2:19][C:20]3[N:21]([C:32]4[CH:37]=[CH:36][CH:35]=[CH:34][C:33]=4[CH3:38])[C:22](=[O:31])[C:23]4[C:28]([CH:29]=3)=[CH:27][CH:26]=[CH:25][C:24]=4[CH3:30])[N:9]=[C:10]([C:11]3[CH:16]=[C:15]([OH:17])[CH:14]=[C:13]([F:18])[CH:12]=3)[C:3]=12.[Al].C(Br)(Br)(Br)Br.[CH2:45]([O:47][P:48]([O-:52])[O:49][CH2:50][CH3:51])[CH3:46].C(N(CC)CC)C. Product: [P:48]([O:49][CH2:50][CH3:51])([O:47][CH2:45][CH3:46])([O:17][C:15]1[CH:14]=[C:13]([F:18])[CH:12]=[C:11]([C:10]2[C:3]3[C:4](=[N:5][CH:6]=[N:7][C:2]=3[NH2:1])[N:8]([CH2:19][C:20]3[N:21]([C:32]4[CH:37]=[CH:36][CH:35]=[CH:34][C:33]=4[CH3:38])[C:22](=[O:31])[C:23]4[C:28]([CH:29]=3)=[CH:27][CH:26]=[CH:25][C:24]=4[CH3:30])[N:9]=2)[CH:16]=1)=[O:52]. The catalyst class is: 1. (4) Reactant: [Cl:1][C:2]1[CH:7]=[CH:6][C:5]([CH2:8][CH2:9][OH:10])=[CH:4][C:3]=1[CH2:11][OH:12]. Product: [Cl:1][C:2]1[CH:7]=[CH:6][C:5]([CH2:8][CH2:9][OH:10])=[CH:4][C:3]=1[CH:11]=[O:12]. The catalyst class is: 485.